Predict the reactants needed to synthesize the given product. From a dataset of Full USPTO retrosynthesis dataset with 1.9M reactions from patents (1976-2016). (1) Given the product [CH2:1]([NH:8][C:9](=[O:12])[CH2:10][NH:25][C:24]1[C:23]([F:22])=[CH:29][C:28]([F:30])=[CH:27][C:26]=1[F:31])[C:2]1[CH:7]=[CH:6][CH:5]=[CH:4][CH:3]=1, predict the reactants needed to synthesize it. The reactants are: [CH2:1]([NH:8][C:9](=[O:12])[CH2:10]Cl)[C:2]1[CH:7]=[CH:6][CH:5]=[CH:4][CH:3]=1.CCN(C(C)C)C(C)C.[F:22][C:23]1[CH:29]=[C:28]([F:30])[CH:27]=[C:26]([F:31])[C:24]=1[NH2:25]. (2) Given the product [Si:19]([O:9][CH2:8][C:7]1[C:6]([Br:10])=[C:5]([C:11]([F:14])([F:13])[F:12])[N:4]=[C:3]([O:15][CH3:16])[C:2]=1[Br:1])([C:22]([CH3:25])([CH3:24])[CH3:23])([CH3:21])[CH3:20], predict the reactants needed to synthesize it. The reactants are: [Br:1][C:2]1[C:3]([O:15][CH3:16])=[N:4][C:5]([C:11]([F:14])([F:13])[F:12])=[C:6]([Br:10])[C:7]=1[CH2:8][OH:9].[H-].[Na+].[Si:19](Cl)([C:22]([CH3:25])([CH3:24])[CH3:23])([CH3:21])[CH3:20].